Dataset: NCI-60 drug combinations with 297,098 pairs across 59 cell lines. Task: Regression. Given two drug SMILES strings and cell line genomic features, predict the synergy score measuring deviation from expected non-interaction effect. (1) Drug 1: CC12CCC(CC1=CCC3C2CCC4(C3CC=C4C5=CN=CC=C5)C)O. Drug 2: CCC1=CC2CC(C3=C(CN(C2)C1)C4=CC=CC=C4N3)(C5=C(C=C6C(=C5)C78CCN9C7C(C=CC9)(C(C(C8N6C)(C(=O)OC)O)OC(=O)C)CC)OC)C(=O)OC.C(C(C(=O)O)O)(C(=O)O)O. Cell line: HOP-62. Synergy scores: CSS=32.8, Synergy_ZIP=4.11, Synergy_Bliss=5.35, Synergy_Loewe=-6.81, Synergy_HSA=4.73. (2) Drug 1: CC1=CC2C(CCC3(C2CCC3(C(=O)C)OC(=O)C)C)C4(C1=CC(=O)CC4)C. Drug 2: CN1C(=O)N2C=NC(=C2N=N1)C(=O)N. Cell line: MCF7. Synergy scores: CSS=-13.3, Synergy_ZIP=7.34, Synergy_Bliss=3.38, Synergy_Loewe=-9.01, Synergy_HSA=-8.29. (3) Drug 1: C1=NC2=C(N1)C(=S)N=CN2. Drug 2: C1CNP(=O)(OC1)N(CCCl)CCCl. Cell line: NCI-H522. Synergy scores: CSS=54.2, Synergy_ZIP=-4.16, Synergy_Bliss=-2.37, Synergy_Loewe=-29.8, Synergy_HSA=-1.20. (4) Drug 1: CC12CCC(CC1=CCC3C2CCC4(C3CC=C4C5=CN=CC=C5)C)O. Synergy scores: CSS=-5.97, Synergy_ZIP=2.08, Synergy_Bliss=-2.99, Synergy_Loewe=-9.32, Synergy_HSA=-7.82. Cell line: M14. Drug 2: CC(C)NC(=O)C1=CC=C(C=C1)CNNC.Cl. (5) Drug 1: CCCCCOC(=O)NC1=NC(=O)N(C=C1F)C2C(C(C(O2)C)O)O. Drug 2: CC1CCCC2(C(O2)CC(NC(=O)CC(C(C(=O)C(C1O)C)(C)C)O)C(=CC3=CSC(=N3)C)C)C. Cell line: EKVX. Synergy scores: CSS=17.9, Synergy_ZIP=-4.47, Synergy_Bliss=2.85, Synergy_Loewe=-14.4, Synergy_HSA=2.48. (6) Drug 1: C1CCC(CC1)NC(=O)N(CCCl)N=O. Drug 2: CC(C)(C#N)C1=CC(=CC(=C1)CN2C=NC=N2)C(C)(C)C#N. Cell line: NCI-H226. Synergy scores: CSS=17.8, Synergy_ZIP=-3.10, Synergy_Bliss=0.233, Synergy_Loewe=0.922, Synergy_HSA=0.668. (7) Drug 1: CC(C1=C(C=CC(=C1Cl)F)Cl)OC2=C(N=CC(=C2)C3=CN(N=C3)C4CCNCC4)N. Drug 2: C1=NC2=C(N1)C(=S)N=C(N2)N. Cell line: HT29. Synergy scores: CSS=46.4, Synergy_ZIP=3.01, Synergy_Bliss=6.74, Synergy_Loewe=-1.93, Synergy_HSA=6.08.